This data is from Reaction yield outcomes from USPTO patents with 853,638 reactions. The task is: Predict the reaction yield, written as a fraction of the theoretical maximum amount of product (1.0 means a 100% yield; for example, 0.34 means a 34% yield). The reactants are [CH3:1][N:2]([CH3:35])[CH2:3][C:4]#[C:5][C:6]1[CH:7]=[N:8][CH:9]=[C:10]([CH:34]=1)[C:11]([NH:13][C:14]1[CH:19]=[CH:18][C:17]([CH3:20])=[C:16]([NH:21][C:22]2[CH:23]=[C:24]3[C:29](=[CH:30][CH:31]=2)[N:28]=[CH:27][N:26]([CH3:32])[C:25]3=[O:33])[CH:15]=1)=[O:12]. The catalyst is [Pd].CO. The product is [CH3:35][N:2]([CH3:1])[CH2:3][CH2:4][CH2:5][C:6]1[CH:7]=[N:8][CH:9]=[C:10]([CH:34]=1)[C:11]([NH:13][C:14]1[CH:19]=[CH:18][C:17]([CH3:20])=[C:16]([NH:21][C:22]2[CH:23]=[C:24]3[C:29](=[CH:30][CH:31]=2)[N:28]=[CH:27][N:26]([CH3:32])[C:25]3=[O:33])[CH:15]=1)=[O:12]. The yield is 0.890.